Dataset: Drug-target binding data from BindingDB using Ki measurements. Task: Regression. Given a target protein amino acid sequence and a drug SMILES string, predict the binding affinity score between them. We predict pKi (pKi = -log10(Ki in M); higher means stronger inhibition). Dataset: bindingdb_ki. (1) The drug is O=C(O)[C@]1(OCc2ccccc2F)C=C[C@@H](O)[C@H](O)C1. The target protein (P15474) has sequence MPRSLANAPIMILNGPNLNLLGQRQPEIYGSDTLADVEALCVKAAAAHGGTVDFRQSNHEGELVDWIHEARLNHCGIVINPAAYSHTSVAILDALNTCDGLPVVEVHISNIHQREPFRHHSYVSQRADGVVAGCGVQGYVFGVERIAALAGAGSARA. The pKi is 3.6. (2) The small molecule is CC1(C)CCC(CN2CCN(c3ccc(C(=O)NS(=O)(=O)c4ccc(NCCCN5CCOCC5)c([N+](=O)[O-])c4)c(Oc4ccc5[nH]ncc5c4)c3)CC2)=C(c2ccc(Cl)cc2)C1. The target protein (P10417) has sequence MAQAGRTGYDNREIVMKYIHYKLSQRGYEWDAGDADAAPLGAAPTPGIFSFQPESNPMPAVHRDMAARTSPLRPLVATAGPALSPVPPVVHLTLRRAGDDFSRRYRRDFAEMSSQLHLTPFTARGRFATVVEELFRDGVNWGRIVAFFEFGGVMCVESVNREMSPLVDNIALWMTEYLNRHLHTWIQDNGGWDAFVELYGPSMRPLFDFSWLSLKTLLSLALVGACITLGAYLGHK. The pKi is 8.6. (3) The target protein (P28702) has sequence MSWAARPPFLPQRHAAGQCGPVGVRKEMHCGVASRWRRRRPWLDPAAAAAAAVAGGEQQTPEPEPGEAGRDGMGDSGRDSRSPDSSSPNPLPQGVPPPSPPGPPLPPSTAPSLGGSGAPPPPPMPPPPLGSPFPVISSSMGSPGLPPPAPPGFSGPVSSPQINSTVSLPGGGSGPPEDVKPPVLGVRGLHCPPPPGGPGAGKRLCAICGDRSSGKHYGVYSCEGCKGFFKRTIRKDLTYSCRDNKDCTVDKRQRNRCQYCRYQKCLATGMKREAVQEERQRGKDKDGDGEGAGGAPEEMPVDRILEAELAVEQKSDQGVEGPGGTGGSGSSPNDPVTNICQAADKQLFTLVEWAKRIPHFSSLPLDDQVILLRAGWNELLIASFSHRSIDVRDGILLATGLHVHRNSAHSAGVGAIFDRVLTELVSKMRDMRMDKTELGCLRAIILFNPDAKGLSNPSEVEVLREKVYASLETYCKQKYPEQQGRFAKLLLRLPALRSIG.... The pKi is 7.8. The compound is CCCOc1c(/C(C)=C\C=C\C(C)=C\C(=O)O)cc(C(F)(F)C(F)(F)F)cc1C(C)C. (4) The drug is CN(CCCc1ccccc1)CCC(=O)c1ncc(-c2ccccn2)o1. The target protein (P18858) has sequence MQRSIMSFFHPKKEGKAKKPEKEASNSSRETEPPPKAALKEWNGVVSESDSPVKRPGRKAARVLGSEGEEEDEALSPAKGQKPALDCSQVSPPRPATSPENNASLSDTSPMDSSPSGIPKRRTARKQLPKRTIQEVLEEQSEDEDREAKRKKEEEEEETPKESLTEAEVATEKEGEDGDQPTTPPKPLKTSKAETPTESVSEPEVATKQELQEEEEQTKPPRRAPKTLSSFFTPRKPAVKKEVKEEEPGAPGKEGAAEGPLDPSGYNPAKNNYHPVEDACWKPGQKVPYLAVARTFEKIEEVSARLRMVETLSNLLRSVVALSPPDLLPVLYLSLNHLGPPQQGLELGVGDGVLLKAVAQATGRQLESVRAEAAEKGDVGLVAENSRSTQRLMLPPPPLTASGVFSKFRDIARLTGSASTAKKIDIIKGLFVACRHSEARFIARSLSGRLRLGLAEQSVLAALSQAVSLTPPGQEFPPAMVDAGKGKTAEARKTWLEEQG.... The pKi is 6.7. (5) The small molecule is COc1c(C)c2c(c(O)c1CCOP(=O)(O)CP(=O)(O)O)C(=O)OC2. The target protein (P20839) has sequence MADYLISGGTGYVPEDGLTAQQLFASADGLTYNDFLILPGFIDFIADEVDLTSALTRKITLKTPLISSPMDTVTEADMAIAMALMGGIGFIHHNCTPEFQANEVRKVKKFEQGFITDPVVLSPSHTVGDVLEAKMRHGFSGIPITETGTMGSKLVGIVTSRDIDFLAEKDHTTLLSEVMTPRIELVVAPAGVTLKEANEILQRSKKGKLPIVNDCDELVAIIARTDLKKNRDYPLASKDSQKQLLCGAAVGTREDDKYRLDLLTQAGVDVIVLDSSQGNSVYQIAMVHYIKQKYPHLQVIGGNVVTAAQAKNLIDAGVDGLRVGMGCGSICITQEVMACGRPQGTAVYKVAEYARRFGVPIIADGGIQTVGHVVKALALGASTVMMGSLLAATTEAPGEYFFSDGVRLKKYRGMGSLDAMEKSSSSQKRYFSEGDKVKIAQGVSGSIQDKGSIQKFVPYLIAGIQHGCQDIGARSLSVLRSMMYSGELKFEKRTMSAQIE.... The pKi is 6.0. (6) The small molecule is COC1OC(=O)[C@H](O)C12[C@H](C(C)(C)C)CC1OC(=O)C3[C@]4(O)[C@H](C[C@]132)OC(=O)[C@H]4C. The target protein (Q62035) has sequence MEHNGSFRVDSEFRYTLFPIVYSVIFILGVVANGYVLWVFANLYPSKKLNEIKIFMVNLTMADLLFLITLPLWIVYYYNEGDWILPNFLCNVAGCLFFINTYCSVAFLGVITYNRYQAVAYPIKTAQATTRKRGISLSLIIWVSIVATASYFLATDSTNLVPNKDGSGNITRCFEHYEPYSVPILVVHVFIAFCFFLVFFLIFYCNLVIIHTLLTQPMRQQRKAGVKRRALWMVCTVLAVFIICFVPHHVVQLPWTLAELGYQTNFHQAINDAHQITLCLLSTNCVLDPVIYCFLTKKFRKHLSEKFYSMRSSRKCSRATSDTCTEVIVPANQTPIVSLKN. The pKi is 5.8.